From a dataset of Full USPTO retrosynthesis dataset with 1.9M reactions from patents (1976-2016). Predict the reactants needed to synthesize the given product. (1) Given the product [ClH:2].[Cl:15][C:11]1[CH:10]=[C:9]([C:7]2[N:6]=[C:5]3[CH2:16][CH2:17][CH2:18][C:4]3=[C:3]([C:27]3[CH:28]=[C:23]([CH2:22][CH2:21][CH2:20][OH:19])[CH:24]=[CH:25][CH:26]=3)[CH:8]=2)[CH:14]=[CH:13][CH:12]=1, predict the reactants needed to synthesize it. The reactants are: Cl.[Cl:2][C:3]1[CH:8]=[C:7]([C:9]2[CH:14]=[CH:13][CH:12]=[C:11]([Cl:15])[CH:10]=2)[N:6]=[C:5]2[CH2:16][CH2:17][CH2:18][C:4]=12.[OH:19][CH2:20][CH2:21][CH2:22][C:23]1[CH:24]=[C:25](B(O)O)[CH:26]=[CH:27][CH:28]=1.C([O-])([O-])=O.[Na+].[Na+]. (2) Given the product [CH3:12][C:9]1[CH:8]=[CH:7][C:6]2[C:11](=[C:2]([CH:13]=[CH2:14])[CH:3]=[CH:4][CH:5]=2)[N:10]=1, predict the reactants needed to synthesize it. The reactants are: Br[C:2]1[CH:3]=[CH:4][CH:5]=[C:6]2[C:11]=1[N:10]=[C:9]([CH3:12])[CH:8]=[CH:7]2.[CH2:13](N(CC)CC)[CH3:14]. (3) Given the product [Br:18][C:15]1[CH:16]=[N:17][C:12]([NH:11][CH2:10][CH2:9][NH:7][CH3:6])=[N:13][CH:14]=1, predict the reactants needed to synthesize it. The reactants are: CC(O[C:6](=O)[N:7]([CH2:9][CH2:10][NH:11][C:12]1[N:17]=[CH:16][C:15]([Br:18])=[CH:14][N:13]=1)C)(C)C.FC(F)(F)C(O)=O.